From a dataset of Full USPTO retrosynthesis dataset with 1.9M reactions from patents (1976-2016). Predict the reactants needed to synthesize the given product. (1) Given the product [NH2:21][CH2:2][CH:3]([C:5]1[CH:10]=[CH:9][N:8]=[C:7]([C:11]2[C:12]3[CH:19]=[CH:18][CH:17]=[C:16]([F:20])[C:13]=3[S:14][CH:15]=2)[N:6]=1)[OH:4], predict the reactants needed to synthesize it. The reactants are: Br[CH2:2][CH:3]([C:5]1[CH:10]=[CH:9][N:8]=[C:7]([C:11]2[C:12]3[CH:19]=[CH:18][CH:17]=[C:16]([F:20])[C:13]=3[S:14][CH:15]=2)[N:6]=1)[OH:4].[NH3:21]. (2) The reactants are: [C:9](O[C:9]([O:11][C:12]([CH3:15])([CH3:14])[CH3:13])=[O:10])([O:11][C:12]([CH3:15])([CH3:14])[CH3:13])=[O:10].[N+:16]([C:19]1[CH:27]=[C:26]2[C:22]([CH:23]=[C:24]([C:28]([O:30][CH2:31][CH3:32])=[O:29])[NH:25]2)=[CH:21][CH:20]=1)([O-:18])=[O:17]. Given the product [N+:16]([C:19]1[CH:27]=[C:26]2[C:22]([CH:23]=[C:24]([C:28]([O:30][CH2:31][CH3:32])=[O:29])[N:25]2[C:9]([O:11][C:12]([CH3:13])([CH3:14])[CH3:15])=[O:10])=[CH:21][CH:20]=1)([O-:18])=[O:17], predict the reactants needed to synthesize it. (3) Given the product [Cl:4][C:5]1[CH:22]=[CH:21][C:8]([O:9][NH2:10])=[CH:7][CH:6]=1, predict the reactants needed to synthesize it. The reactants are: O.NN.[Cl:4][C:5]1[CH:22]=[CH:21][C:8]([O:9][N:10]2C(=O)C3=CC=CC=C3C2=O)=[CH:7][CH:6]=1. (4) Given the product [Cl:32][CH2:31][CH2:30][CH2:29][O:1][C:2]1[CH:7]=[CH:6][C:5]([N:8]2[CH2:13][CH2:12][N:11]([C:14]([O:16][C:17]([CH3:18])([CH3:20])[CH3:19])=[O:15])[CH2:10][C:9]2=[O:21])=[CH:4][CH:3]=1, predict the reactants needed to synthesize it. The reactants are: [OH:1][C:2]1[CH:7]=[CH:6][C:5]([N:8]2[CH2:13][CH2:12][N:11]([C:14]([O:16][C:17]([CH3:20])([CH3:19])[CH3:18])=[O:15])[CH2:10][C:9]2=[O:21])=[CH:4][CH:3]=1.C(=O)([O-])[O-].[K+].[K+].Br[CH2:29][CH2:30][CH2:31][Cl:32].BrCCCOC1C=CC(N2CCN(C(OC(C)(C)C)=O)CC2=O)=CC=1. (5) Given the product [CH2:17]([O:19][CH:20]([O:23][CH2:24][CH3:25])[CH2:21][O:1][C:2]1[CH:9]=[CH:8][C:7]([F:10])=[CH:6][C:3]=1[CH:4]=[O:5])[CH3:18], predict the reactants needed to synthesize it. The reactants are: [OH:1][C:2]1[CH:9]=[CH:8][C:7]([F:10])=[CH:6][C:3]=1[CH:4]=[O:5].C([O-])([O-])=O.[K+].[K+].[CH2:17]([O:19][CH:20]([O:23][CH2:24][CH3:25])[CH2:21]Br)[CH3:18]. (6) Given the product [C:20]1([C:12]2[CH:11]=[CH:10][CH:19]=[CH:18][C:13]=2[C:14]([OH:16])=[O:15])[CH:21]=[CH:22][CH:23]=[CH:24][CH:25]=1, predict the reactants needed to synthesize it. The reactants are: FC1C=CC(C(CN2C(C)=CN=C2)C[C:10]2[CH:19]=[CH:18][C:13]([C:14]([O:16]C)=[O:15])=[C:12]([C:20]3[CH:25]=[CH:24][CH:23]=[CH:22][CH:21]=3)[CH:11]=2)=CC=1.[OH-].[Na+].